From a dataset of Acute oral toxicity (LD50) regression data from Zhu et al.. Regression/Classification. Given a drug SMILES string, predict its toxicity properties. Task type varies by dataset: regression for continuous values (e.g., LD50, hERG inhibition percentage) or binary classification for toxic/non-toxic outcomes (e.g., AMES mutagenicity, cardiotoxicity, hepatotoxicity). Dataset: ld50_zhu. (1) The drug is O=C1C=CC(=O)N1c1ccccc1. The rat oral LD50 is 2.96, given as -log10 of the dose in mol/kg body weight (higher means more acutely toxic). (2) The drug is Cn1c(=O)c2c(ncn2CC2SCCS2)n(C)c1=O. The rat oral LD50 is 2.21, given as -log10 of the dose in mol/kg body weight (higher means more acutely toxic). (3) The compound is O=C(CCl)c1ccc(O)cc1. The rat oral LD50 is 2.87, given as -log10 of the dose in mol/kg body weight (higher means more acutely toxic). (4) The drug is C=C(C)C(=O)OCC(C)O. The rat oral LD50 is 1.11, given as -log10 of the dose in mol/kg body weight (higher means more acutely toxic). (5) The molecule is Cc1cc(Cl)ccc1NC=O. The rat oral LD50 is 2.48, given as -log10 of the dose in mol/kg body weight (higher means more acutely toxic).